From a dataset of Catalyst prediction with 721,799 reactions and 888 catalyst types from USPTO. Predict which catalyst facilitates the given reaction. Reactant: [C:1]1([CH:7]([C:20]2[CH:25]=[CH:24][CH:23]=[CH:22][CH:21]=2)[CH2:8][CH2:9][NH:10][C:11](=[O:19])[C:12]2[CH:17]=[CH:16][CH:15]=[N:14][C:13]=2F)[CH:6]=[CH:5][CH:4]=[CH:3][CH:2]=1.[CH3:26][S:27]([CH2:30][CH2:31][NH2:32])(=[O:29])=[O:28]. Product: [C:1]1([CH:7]([C:20]2[CH:25]=[CH:24][CH:23]=[CH:22][CH:21]=2)[CH2:8][CH2:9][NH:10][C:11](=[O:19])[C:12]2[CH:17]=[CH:16][CH:15]=[N:14][C:13]=2[NH:32][CH2:31][CH2:30][S:27]([CH3:26])(=[O:29])=[O:28])[CH:6]=[CH:5][CH:4]=[CH:3][CH:2]=1. The catalyst class is: 1.